This data is from Peptide-MHC class I binding affinity with 185,985 pairs from IEDB/IMGT. The task is: Regression. Given a peptide amino acid sequence and an MHC pseudo amino acid sequence, predict their binding affinity value. This is MHC class I binding data. (1) The peptide sequence is QMRAVGQPL. The MHC is HLA-B48:01 with pseudo-sequence HLA-B48:01. The binding affinity (normalized) is 0.403. (2) The peptide sequence is AMQDPNPEV. The MHC is HLA-B15:01 with pseudo-sequence HLA-B15:01. The binding affinity (normalized) is 0.467. (3) The MHC is HLA-A01:01 with pseudo-sequence HLA-A01:01. The binding affinity (normalized) is 0.253. The peptide sequence is EVVDMLSTY. (4) The peptide sequence is QIQAGNFHW. The MHC is HLA-A26:01 with pseudo-sequence HLA-A26:01. The binding affinity (normalized) is 0.0847. (5) The peptide sequence is ETLDVFGPI. The MHC is HLA-B44:02 with pseudo-sequence HLA-B44:02. The binding affinity (normalized) is 0.0847. (6) The peptide sequence is FPFKYAAAD. The MHC is Mamu-A2201 with pseudo-sequence Mamu-A2201. The binding affinity (normalized) is 0.172. (7) The peptide sequence is LVQYRILPM. The binding affinity (normalized) is 0. The MHC is Mamu-B01 with pseudo-sequence Mamu-B01. (8) The peptide sequence is SYINRTGTF. The MHC is HLA-B15:17 with pseudo-sequence HLA-B15:17. The binding affinity (normalized) is 0.430. (9) The peptide sequence is ERPIFPHPSKPTFLP. The MHC is HLA-A11:01 with pseudo-sequence HLA-A11:01. The binding affinity (normalized) is 0.00596. (10) The peptide sequence is FESLFKCLSH. The MHC is HLA-A03:01 with pseudo-sequence HLA-A03:01. The binding affinity (normalized) is 0.204.